From a dataset of Full USPTO retrosynthesis dataset with 1.9M reactions from patents (1976-2016). Predict the reactants needed to synthesize the given product. (1) Given the product [CH2:1]([O:3][C:4](=[O:18])[C:5]1[CH:10]=[CH:9][CH:8]=[C:7]([S:11][C:12]2[C:24]3[C:23](=[CH:22][C:21]([Cl:20])=[CH:26][CH:25]=3)[NH:27][C:13]=2[CH3:14])[C:6]=1[O:16][CH3:17])[CH3:2], predict the reactants needed to synthesize it. The reactants are: [CH2:1]([O:3][C:4](=[O:18])[C:5]1[CH:10]=[CH:9][CH:8]=[C:7]([S:11][CH2:12][C:13](=O)[CH3:14])[C:6]=1[O:16][CH3:17])[CH3:2].Cl.[Cl:20][C:21]1[CH:22]=[C:23]([NH:27]N)[CH:24]=[CH:25][CH:26]=1. (2) The reactants are: [O:1]1[CH:5]=[CH:4][CH:3]=[C:2]1[C:6]([NH:8][C:9]1([C:15]([NH:17][CH:18]2[CH2:23][CH2:22][N:21]([C:24]3[CH:29]=[CH:28][C:27]([F:30])=[CH:26][C:25]=3[N:31]3[CH2:34][C:33]([CH3:36])([CH3:35])[C:32]3=[O:37])[CH2:20][CH:19]2[OH:38])=[O:16])[CH2:14][CH2:13][CH2:12][CH2:11][CH2:10]1)=[O:7].C(N(CC)CC)C. Given the product [O:1]1[CH:5]=[CH:4][CH:3]=[C:2]1[C:6]([NH:8][C:9]1([C:15]([NH:17][CH:18]2[CH2:23][CH2:22][N:21]([C:24]3[CH:29]=[CH:28][C:27]([F:30])=[CH:26][C:25]=3[N:31]3[CH2:34][C:33]([CH3:35])([CH3:36])[C:32]3=[O:37])[CH2:20][C:19]2=[O:38])=[O:16])[CH2:10][CH2:11][CH2:12][CH2:13][CH2:14]1)=[O:7], predict the reactants needed to synthesize it. (3) The reactants are: [CH2:1]([O:3][C:4](=[O:30])[CH2:5][NH:6][CH2:7][C:8]1[CH:13]=[CH:12][CH:11]=[C:10]([O:14][CH2:15][CH2:16][C:17]2[N:18]=[C:19]([C:23]3[CH:28]=[CH:27][C:26]([CH3:29])=[CH:25][CH:24]=3)[O:20][C:21]=2[CH3:22])[CH:9]=1)[CH3:2].[CH2:31]([N:33]([CH2:38][CH3:39])[S:34](Cl)(=[O:36])=[O:35])[CH3:32].C(N(CC)CC)C. Given the product [CH2:1]([O:3][C:4](=[O:30])[CH2:5][N:6]([S:34]([N:33]([CH2:38][CH3:39])[CH2:31][CH3:32])(=[O:36])=[O:35])[CH2:7][C:8]1[CH:13]=[CH:12][CH:11]=[C:10]([O:14][CH2:15][CH2:16][C:17]2[N:18]=[C:19]([C:23]3[CH:28]=[CH:27][C:26]([CH3:29])=[CH:25][CH:24]=3)[O:20][C:21]=2[CH3:22])[CH:9]=1)[CH3:2], predict the reactants needed to synthesize it. (4) Given the product [F:35][C:31]1[C:32]([F:34])=[CH:33][C:28]([C:25]2[CH:26]=[CH:27][C:22]([O:21][CH2:20][C:16]3[CH:15]=[C:14]([CH:19]=[CH:18][CH:17]=3)[CH2:13][N:8]([CH2:7][C:6]([OH:38])=[O:5])[C:9]([O:11][CH3:12])=[O:10])=[CH:23][CH:24]=2)=[C:29]([O:36][CH3:37])[CH:30]=1, predict the reactants needed to synthesize it. The reactants are: C([O:5][C:6](=[O:38])[CH2:7][N:8]([CH2:13][C:14]1[CH:19]=[CH:18][CH:17]=[C:16]([CH2:20][O:21][C:22]2[CH:27]=[CH:26][C:25]([C:28]3[CH:33]=[C:32]([F:34])[C:31]([F:35])=[CH:30][C:29]=3[O:36][CH3:37])=[CH:24][CH:23]=2)[CH:15]=1)[C:9]([O:11][CH3:12])=[O:10])(C)(C)C.Cl. (5) Given the product [F:1][C:2]1[CH:3]=[C:4]([C@H:9]2[N:18]([CH2:19][C:20]([O-:22])=[O:21])[C:17](=[O:25])[C:12]3([CH2:16][CH2:15][CH2:14][CH2:13]3)[NH:11][CH2:10]2)[CH:5]=[C:6]([F:8])[CH:7]=1.[Li+:26], predict the reactants needed to synthesize it. The reactants are: [F:1][C:2]1[CH:3]=[C:4]([C@H:9]2[N:18]([CH2:19][C:20]([O:22]CC)=[O:21])[C:17](=[O:25])[C:12]3([CH2:16][CH2:15][CH2:14][CH2:13]3)[NH:11][CH2:10]2)[CH:5]=[C:6]([F:8])[CH:7]=1.[Li+:26].[OH-].Cl. (6) Given the product [F:23][C:2]([F:1])([F:22])[C:3]1[CH:4]=[CH:5][C:6]([C:9]2[CH:10]=[CH:11][CH:12]=[C:13]([C:28]([O:30][CH2:31][CH2:32][CH2:33][CH3:34])=[O:29])[CH:14]=2)=[CH:7][CH:8]=1, predict the reactants needed to synthesize it. The reactants are: [F:1][C:2]([F:23])([F:22])[C:3]1[CH:8]=[CH:7][C:6]([C:9]2[CH:14]=[CH:13][C:12](C(OCCCC)=O)=[CH:11][CH:10]=2)=[CH:5][CH:4]=1.IC1C=C(C=CC=1)[C:28]([O:30][CH2:31][CH2:32][CH2:33][CH3:34])=[O:29].